Dataset: Full USPTO retrosynthesis dataset with 1.9M reactions from patents (1976-2016). Task: Predict the reactants needed to synthesize the given product. (1) The reactants are: [Br:1][C:2]1[CH:6]=[C:5]([C:7]([OH:9])=O)[N:4]([C:10]2[C:15]([Cl:16])=[CH:14][CH:13]=[CH:12][N:11]=2)[N:3]=1.[Cl:17][C:18]1[CH:19]=[C:20]2[C:24](=[C:25]([CH3:27])[CH:26]=1)[NH:23][C:22](=[O:28])[C:21]2=[O:29].N1C=CC=C(C)C=1.CS(Cl)(=O)=[O:39]. Given the product [N:23]1[CH:22]=[CH:21][CH:27]=[C:25]([CH3:26])[CH:24]=1.[Br:1][C:2]1[CH:6]=[C:5]([C:7]([NH:23][C:24]2[C:25]([CH3:27])=[CH:26][C:18]([Cl:17])=[CH:19][C:20]=2[C:21](=[O:29])[C:22]([OH:39])=[O:28])=[O:9])[N:4]([C:10]2[C:15]([Cl:16])=[CH:14][CH:13]=[CH:12][N:11]=2)[N:3]=1, predict the reactants needed to synthesize it. (2) Given the product [CH:13]1([CH2:12][N:4]2[C:5]3[CH2:6][CH2:7][CH2:8][CH2:9][C:10]=3[CH:11]=[C:2]([B:23]([OH:29])[OH:24])[C:3]2=[O:17])[CH2:16][CH2:15][CH2:14]1, predict the reactants needed to synthesize it. The reactants are: Br[C:2]1[C:3](=[O:17])[N:4]([CH2:12][CH:13]2[CH2:16][CH2:15][CH2:14]2)[C:5]2[CH2:6][CH2:7][CH2:8][CH2:9][C:10]=2[CH:11]=1.[Li]CCCC.[B:23](OCCCC)([O:29]CCCC)[O:24]CCCC.Cl.O. (3) Given the product [C:3]([OH:11])(=[O:10])[C:4]1[CH:9]=[CH:8][CH:7]=[CH:6][CH:5]=1.[NH2:1][OH:2], predict the reactants needed to synthesize it. The reactants are: [NH2:1][OH:2].[C:3]([OH:11])(=[O:10])[C:4]1[CH:9]=[CH:8][CH:7]=[CH:6][CH:5]=1. (4) Given the product [NH2:1][C:4]1[CH:5]=[CH:6][C:7]([C:10]2[C:14]([C:15]3[CH:20]=[CH:19][N:18]=[C:17]4[NH:21][C:22]([C:24]5[CH:29]=[CH:28][CH:27]=[C:26]([CH2:30][N:31]([CH3:32])[CH3:33])[CH:25]=5)=[CH:23][C:16]=34)=[CH:13][N:12]([CH2:43][CH3:44])[N:11]=2)=[CH:8][CH:9]=1, predict the reactants needed to synthesize it. The reactants are: [N+:1]([C:4]1[CH:9]=[CH:8][C:7]([C:10]2[C:14]([C:15]3[CH:20]=[CH:19][N:18]=[C:17]4[N:21](S(C5C=CC=CC=5)(=O)=O)[C:22]([C:24]5[CH:29]=[CH:28][CH:27]=[C:26]([CH2:30][N:31]([CH3:33])[CH3:32])[CH:25]=5)=[CH:23][C:16]=34)=[CH:13][N:12]([CH2:43][CH3:44])[N:11]=2)=[CH:6][CH:5]=1)([O-])=O. (5) Given the product [NH:50]1[C:29]2[CH:30]=[CH:31][CH:32]=[CH:33][C:28]=2[N:39]=[C:40]1[O:1][C:2]1[CH:3]=[CH:4][C:5]([O:6][CH2:7][CH2:8][N:9]2[CH2:10][CH2:11][C:12]([C:16]3[CH:17]=[CH:18][CH:19]=[CH:20][CH:21]=3)([OH:15])[CH2:13][CH2:14]2)=[CH:22][CH:23]=1, predict the reactants needed to synthesize it. The reactants are: [OH:1][C:2]1[CH:23]=[CH:22][C:5]([O:6][CH2:7][CH2:8][N:9]2[CH2:14][CH2:13][C:12]([C:16]3[CH:21]=[CH:20][CH:19]=[CH:18][CH:17]=3)([OH:15])[CH2:11][CH2:10]2)=[CH:4][CH:3]=1.BrCCO[C:28]1[CH:33]=[CH:32][C:31](O)=[CH:30][CH:29]=1.OC1(C2C=CC=CC=2)C[CH2:40][NH:39]CC1.CC[N:50](C(C)C)C(C)C. (6) The reactants are: [NH2:1][C:2]1[CH:7]=[CH:6][C:5]([Br:8])=[CH:4][C:3]=1[NH:9][C:10]1[N:15]=[C:14]([NH2:16])[N:13]=[CH:12][N:11]=1.[CH:17]1([CH:20]=O)[CH2:19][CH2:18]1.OOS([O-])=O.[K+].C(=O)(O)[O-].[Na+]. Given the product [Br:8][C:5]1[CH:6]=[CH:7][C:2]2[N:1]=[C:20]([CH:17]3[CH2:19][CH2:18]3)[N:9]([C:10]3[N:11]=[CH:12][N:13]=[C:14]([NH2:16])[N:15]=3)[C:3]=2[CH:4]=1, predict the reactants needed to synthesize it. (7) Given the product [Br:1][C:2]1[CH:3]=[CH:4][CH:5]=[C:6]2[C:15]=1[C:9]1([CH2:14][CH2:13][N:12]([C:32](=[O:33])/[CH:31]=[CH:30]/[C:29]3[CH:35]=[CH:36][CH:37]=[CH:38][C:28]=3[C:27]([F:39])([F:40])[F:26])[CH2:11][CH2:10]1)[CH2:8][CH:7]2[NH:16][C:17](=[O:25])[O:18][CH2:19][CH2:20][Si:21]([CH3:22])([CH3:24])[CH3:23], predict the reactants needed to synthesize it. The reactants are: [Br:1][C:2]1[CH:3]=[CH:4][CH:5]=[C:6]2[C:15]=1[C:9]1([CH2:14][CH2:13][NH:12][CH2:11][CH2:10]1)[CH2:8][CH:7]2[NH:16][C:17](=[O:25])[O:18][CH2:19][CH2:20][Si:21]([CH3:24])([CH3:23])[CH3:22].[F:26][C:27]([F:40])([F:39])[C:28]1[CH:38]=[CH:37][CH:36]=[CH:35][C:29]=1[CH:30]=[CH:31][C:32](O)=[O:33].CCN(C(C)C)C(C)C.CN(C(ON1N=NC2C=CC=NC1=2)=[N+](C)C)C.F[P-](F)(F)(F)(F)F.